Dataset: Full USPTO retrosynthesis dataset with 1.9M reactions from patents (1976-2016). Task: Predict the reactants needed to synthesize the given product. (1) The reactants are: [Cl:1][C:2]1[CH:3]=[C:4]([OH:9])[CH:5]=[CH:6][C:7]=1[Cl:8].[CH2:10]([O:12][C:13]([C:15]1[CH:16]=[C:17]([CH:20]=[C:21]([C:23]([O:25][CH2:26]C)=[O:24])[CH:22]=1)[CH2:18]Br)=[O:14])C. Given the product [Cl:1][C:2]1[CH:3]=[C:4]([O:9][CH2:18][C:17]2[CH:16]=[C:15]([C:13]([O:12][CH3:10])=[O:14])[CH:22]=[C:21]([CH:20]=2)[C:23]([O:25][CH3:26])=[O:24])[CH:5]=[CH:6][C:7]=1[Cl:8], predict the reactants needed to synthesize it. (2) The reactants are: [NH2:1][C:2]1[C:11]2[C:6](=[CH:7][CH:8]=[CH:9][C:10]=2[O:12][CH2:13][C:14]([CH3:19])([CH3:18])[C:15](O)=[O:16])[N:5]=[C:4]([CH3:20])[C:3]=1[C:21]([O:23][CH2:24][CH3:25])=[O:22].[CH3:26][O:27][C:28]1[CH:33]=[CH:32][C:31]([CH2:34][NH2:35])=[CH:30][CH:29]=1. Given the product [NH2:1][C:2]1[C:11]2[C:6](=[CH:7][CH:8]=[CH:9][C:10]=2[O:12][CH2:13][C:14]([CH3:19])([CH3:18])[C:15]([NH:35][CH2:34][C:31]2[CH:32]=[CH:33][C:28]([O:27][CH3:26])=[CH:29][CH:30]=2)=[O:16])[N:5]=[C:4]([CH3:20])[C:3]=1[C:21]([O:23][CH2:24][CH3:25])=[O:22], predict the reactants needed to synthesize it.